From a dataset of Catalyst prediction with 721,799 reactions and 888 catalyst types from USPTO. Predict which catalyst facilitates the given reaction. (1) Reactant: [OH-:1].[K+].[Cl:3][C:4]1[CH:11]=[CH:10][CH:9]=[C:8](F)[C:5]=1[CH:6]=[O:7].Cl. Product: [Cl:3][C:4]1[CH:11]=[CH:10][CH:9]=[C:8]([OH:1])[C:5]=1[CH:6]=[O:7]. The catalyst class is: 58. (2) Reactant: Cl.C([O:6][C:7](=[O:41])[C@@H:8]([NH:10][C:11](=[O:40])[C@H:12]([NH:32]C(OC(C)(C)C)=O)[CH2:13][CH2:14][C:15](=[O:31])[NH:16][CH2:17][C@@H:18]([OH:30])[CH2:19][P:20]([CH2:23][CH:24]1[CH2:29][CH2:28][CH2:27][CH2:26][CH2:25]1)([OH:22])=[O:21])[CH3:9])(C)(C)C. Product: [NH2:32][C@H:12]([CH2:13][CH2:14][C:15](=[O:31])[NH:16][CH2:17][C@@H:18]([OH:30])[CH2:19][P:20]([CH2:23][CH:24]1[CH2:25][CH2:26][CH2:27][CH2:28][CH2:29]1)([OH:22])=[O:21])[C:11]([NH:10][C@@H:8]([CH3:9])[C:7]([OH:41])=[O:6])=[O:40]. The catalyst class is: 38. (3) Reactant: Cl[C:2]1[N:7]=[CH:6][N:5]=[C:4]([NH2:8])[C:3]=1[CH:9]([CH3:11])[CH3:10].FC(F)(F)C(O)=O.[N:19]1([CH2:23][CH2:24][N:25]2[CH:29]=[C:28]([C:30]3[CH:35]=[CH:34][C:33]([F:36])=[C:32]([C:37]([F:40])([F:39])[F:38])[CH:31]=3)[N:27]=[C:26]2[CH:41]2[CH2:46][CH2:45][NH:44][CH2:43][CH2:42]2)[CH2:22][CH2:21][CH2:20]1.C([O-])([O-])=O.[Cs+].[Cs+]. Product: [N:19]1([CH2:23][CH2:24][N:25]2[CH:29]=[C:28]([C:30]3[CH:35]=[CH:34][C:33]([F:36])=[C:32]([C:37]([F:40])([F:38])[F:39])[CH:31]=3)[N:27]=[C:26]2[CH:41]2[CH2:42][CH2:43][N:44]([C:2]3[N:7]=[CH:6][N:5]=[C:4]([NH2:8])[C:3]=3[CH:9]([CH3:11])[CH3:10])[CH2:45][CH2:46]2)[CH2:20][CH2:21][CH2:22]1. The catalyst class is: 16.